Dataset: Forward reaction prediction with 1.9M reactions from USPTO patents (1976-2016). Task: Predict the product of the given reaction. (1) Given the reactants [CH2:1]([O:5][S:6]([CH3:9])(=[O:8])=[O:7])[CH2:2][CH2:3][CH3:4].C([Li])CCC.C(OP(Cl)(OCC)=O)C.[Br:24][C:25]1[S:29][C:28]([CH:30]=O)=[CH:27][CH:26]=1, predict the reaction product. The product is: [CH2:1]([O:5][S:6](/[CH:9]=[CH:30]/[C:28]1[S:29][C:25]([Br:24])=[CH:26][CH:27]=1)(=[O:8])=[O:7])[CH2:2][CH2:3][CH3:4]. (2) Given the reactants [OH:1][C:2]1[CH:11]=[C:10]2[C:5]([C:6](=[O:12])[NH:7][CH:8]=[N:9]2)=[CH:4][C:3]=1[O:13][CH3:14].[C:15](OC(=O)C)(=[O:17])[CH3:16].O, predict the reaction product. The product is: [C:15]([O:1][C:2]1[CH:11]=[C:10]2[C:5]([C:6](=[O:12])[NH:7][CH:8]=[N:9]2)=[CH:4][C:3]=1[O:13][CH3:14])(=[O:17])[CH3:16]. (3) Given the reactants [Cl:1][C:2]1[CH:7]=[CH:6][C:5](/[CH:8]=[N:9]/[S@:10]([C:12]([CH3:15])([CH3:14])[CH3:13])=[O:11])=[C:4]([F:16])[CH:3]=1.[Br-].[Cl-].[NH4+].O.[CH2:21]1[CH2:25]OC[CH2:22]1, predict the reaction product. The product is: [Cl:1][C:2]1[CH:7]=[CH:6][C:5]([C@H:8]([NH:9][S@:10]([C:12]([CH3:13])([CH3:15])[CH3:14])=[O:11])[CH:22]2[CH2:21][CH2:25]2)=[C:4]([F:16])[CH:3]=1. (4) Given the reactants C(OC(=O)[NH:7][C:8]1[CH:13]=[C:12]([O:14][CH2:15][C:16]([F:19])([F:18])[F:17])[C:11]([C:20]([F:23])([F:22])[F:21])=[CH:10][C:9]=1[NH:24][C:25](=[O:43])[CH2:26][C:27]([C:29]1[CH:34]=[CH:33][CH:32]=[C:31]([C:35]2[CH:36]=[N:37][C:38]([O:41][CH3:42])=[CH:39][CH:40]=2)[CH:30]=1)=O)(C)(C)C.C(O)(C(F)(F)F)=O, predict the reaction product. The product is: [CH3:42][O:41][C:38]1[N:37]=[CH:36][C:35]([C:31]2[CH:30]=[C:29]([C:27]3[CH2:26][C:25](=[O:43])[NH:24][C:9]4[CH:10]=[C:11]([C:20]([F:22])([F:21])[F:23])[C:12]([O:14][CH2:15][C:16]([F:18])([F:17])[F:19])=[CH:13][C:8]=4[N:7]=3)[CH:34]=[CH:33][CH:32]=2)=[CH:40][CH:39]=1. (5) Given the reactants Cl.N[C:3]1[C:13]([Cl:14])=[CH:12][CH:11]=[CH:10][C:4]=1[C:5]([O:7][CH2:8][CH3:9])=[O:6].N([O-])=O.[Na+].C([O-])([O-])=O.[Na+].[Na+].[C-:25]#[N:26].[K+], predict the reaction product. The product is: [Cl:14][C:13]1[C:3]([C:25]#[N:26])=[C:4]([CH:10]=[CH:11][CH:12]=1)[C:5]([O:7][CH2:8][CH3:9])=[O:6]. (6) Given the reactants [Cl:1][C:2]1[CH:28]=[CH:27][CH:26]=[C:25]([F:29])[C:3]=1[C:4]([NH:6][C:7]1[NH:11][C:10]2[C:12]3[CH2:13][C:14]([CH3:24])([CH3:23])[O:15][C:16]=3[C:17]([C:19](OC)=[O:20])=[CH:18][C:9]=2[N:8]=1)=[O:5].[F:30][C:31]([F:40])([F:39])[C:32]1[CH:33]=[C:34]([CH:36]=[CH:37][CH:38]=1)[NH2:35].C[Al](C)C, predict the reaction product. The product is: [Cl:1][C:2]1[CH:28]=[CH:27][CH:26]=[C:25]([F:29])[C:3]=1[C:4]([NH:6][C:7]1[NH:11][C:10]2[C:12]3[CH2:13][C:14]([CH3:24])([CH3:23])[O:15][C:16]=3[C:17]([C:19]([NH:35][C:34]3[CH:36]=[CH:37][CH:38]=[C:32]([C:31]([F:30])([F:39])[F:40])[CH:33]=3)=[O:20])=[CH:18][C:9]=2[N:8]=1)=[O:5].